Task: Regression. Given a peptide amino acid sequence and an MHC pseudo amino acid sequence, predict their binding affinity value. This is MHC class II binding data.. Dataset: Peptide-MHC class II binding affinity with 134,281 pairs from IEDB (1) The peptide sequence is ISATPEWATPFPHRK. The MHC is HLA-DPA10103-DPB10401 with pseudo-sequence HLA-DPA10103-DPB10401. The binding affinity (normalized) is 0.218. (2) The MHC is DRB5_0101 with pseudo-sequence DRB5_0101. The peptide sequence is CGDGIFIFRDSDDWL. The binding affinity (normalized) is 0. (3) The peptide sequence is EKKYFVATQFEPLAA. The MHC is DRB1_0701 with pseudo-sequence DRB1_0701. The binding affinity (normalized) is 0.751.